This data is from Reaction yield outcomes from USPTO patents with 853,638 reactions. The task is: Predict the reaction yield, written as a fraction of the theoretical maximum amount of product (1.0 means a 100% yield; for example, 0.34 means a 34% yield). The reactants are O=P(Cl)(Cl)[Cl:3].[CH3:6][N:7]([CH3:21])/[CH:8]=[CH:9]/[C:10]([C:12]1[CH:13]=[N:14][N:15]2[CH:20]=[CH:19][CH:18]=[CH:17][C:16]=12)=O.[F:22][P-:23]([F:28])([F:27])([F:26])([F:25])[F:24].[Na+]. The catalyst is C(Cl)Cl.CO. The product is [F:22][P-:23]([F:28])([F:27])([F:26])([F:25])[F:24].[Cl:3]/[C:10](/[C:12]1[CH:13]=[N:14][N:15]2[CH:20]=[CH:19][CH:18]=[CH:17][C:16]=12)=[CH:9]\[CH:8]=[N+:7]([CH3:21])[CH3:6]. The yield is 0.900.